This data is from Catalyst prediction with 721,799 reactions and 888 catalyst types from USPTO. The task is: Predict which catalyst facilitates the given reaction. (1) Reactant: [C:1]([O:4][CH2:5][C:6]([NH:8][C:9]1[CH:14]=[C:13]([C:15]([F:18])([F:17])[F:16])[C:12]([C:19]#[N:20])=[CH:11][C:10]=1[CH3:21])=O)(=[O:3])[CH3:2].C1(P(C2C=CC=CC=2)C2C=CC=CC=2)C=CC=CC=1.C[Si]([N:45]=[N+:46]=[N-:47])(C)C. Product: [C:1]([O:4][CH2:5][C:6]1[N:8]([C:9]2[CH:14]=[C:13]([C:15]([F:18])([F:17])[F:16])[C:12]([C:19]#[N:20])=[CH:11][C:10]=2[CH3:21])[N:47]=[N:46][N:45]=1)(=[O:3])[CH3:2]. The catalyst class is: 7. (2) Reactant: [C:1]([C:3]1[CH:4]=[CH:5][C:6](I)=[C:7]([CH:11]=1)[C:8]([OH:10])=[O:9])#[N:2].C(=O)([O-])[O-].[Cs+].[Cs+].[CH3:19][CH:20]([SH:22])[CH3:21].Cl. Product: [C:1]([C:3]1[CH:4]=[CH:5][C:6]([S:22][CH:20]([CH3:21])[CH3:19])=[C:7]([CH:11]=1)[C:8]([OH:10])=[O:9])#[N:2]. The catalyst class is: 80. (3) Reactant: [Cl:1][C:2]1[N:7]=[C:6](/[CH:8]=[C:9](\[C:11]2[CH:12]=[C:13]([CH:25]=[CH:26][CH:27]=2)[C:14]([NH:16][C:17]2[C:22]([F:23])=[CH:21][CH:20]=[CH:19][C:18]=2[F:24])=[O:15])/O)[CH:5]=[CH:4][N:3]=1.C1C(=O)N(Br)C(=O)C1.[NH2:36][C:37]1[CH:42]=[CH:41][CH:40]=[CH:39][N:38]=1.C([O-])(O)=O.[Na+]. Product: [Cl:1][C:2]1[N:7]=[C:6]([C:8]2[N:38]3[CH:39]=[CH:40][CH:41]=[CH:42][C:37]3=[N:36][C:9]=2[C:11]2[CH:12]=[C:13]([CH:25]=[CH:26][CH:27]=2)[C:14]([NH:16][C:17]2[C:22]([F:23])=[CH:21][CH:20]=[CH:19][C:18]=2[F:24])=[O:15])[CH:5]=[CH:4][N:3]=1. The catalyst class is: 91. (4) Reactant: [Cl:1][C:2]1[N:10]=[C:9]2[C:5]([N:6]=[CH:7][NH:8]2)=[C:4]([Cl:11])[N:3]=1.[H-].[Na+].I[CH:15]([CH3:17])[CH3:16]. Product: [Cl:1][C:2]1[N:10]=[C:9]2[C:5]([N:6]=[CH:7][N:8]2[CH:15]([CH3:17])[CH3:16])=[C:4]([Cl:11])[N:3]=1. The catalyst class is: 3. (5) Reactant: [H-].[Na+].Cl.NC(N)=N.[CH2:8]([O:10][C:11](=[O:37])[C:12]1([CH2:36][CH2:35][CH2:34][CH2:33]1)[NH:13][S:14]([C:17]1[CH:26]=[C:25]2[C:20]([C:21]([Cl:32])=[CH:22][NH:23][C:24]2(Cl)[NH:27][C:28]([NH2:30])=[NH:29])=[CH:19][CH:18]=1)(=[O:16])=[O:15])[CH3:9]. Product: [CH2:8]([O:10][C:11](=[O:37])[C:12]1([CH2:33][CH2:34][CH2:35][CH2:36]1)[NH:13][S:14]([C:17]1[CH:26]=[C:25]2[C:20]([C:21]([Cl:32])=[CH:22][N:23]=[C:24]2[NH:27][C:28]([NH2:30])=[NH:29])=[CH:19][CH:18]=1)(=[O:15])=[O:16])[CH3:9]. The catalyst class is: 16.